The task is: Predict the reactants needed to synthesize the given product.. This data is from Retrosynthesis with 50K atom-mapped reactions and 10 reaction types from USPTO. (1) Given the product CCn1cc(C(=O)O)c(=O)c2cnc(N3CCN(C(C)=O)CC3)nc21, predict the reactants needed to synthesize it. The reactants are: CCOC(=O)c1cn(CC)c2nc(N3CCN(C(C)=O)CC3)ncc2c1=O. (2) Given the product CC(C)(C)OC(=O)Oc1ccc([C@H](CN(CCCCCCOCCCCc2ccc(N)cc2)C(=O)OC(C)(C)C)O[Si](C)(C)C(C)(C)C)c2ccc(=O)[nH]c12, predict the reactants needed to synthesize it. The reactants are: CC(C)(C)OC(=O)Oc1ccc([C@H](CN(CCCCCCOCCCCc2ccc([N+](=O)[O-])cc2)C(=O)OC(C)(C)C)O[Si](C)(C)C(C)(C)C)c2ccc(=O)[nH]c12.